Dataset: Peptide-MHC class I binding affinity with 185,985 pairs from IEDB/IMGT. Task: Regression. Given a peptide amino acid sequence and an MHC pseudo amino acid sequence, predict their binding affinity value. This is MHC class I binding data. (1) The peptide sequence is MMVIFRLMR. The MHC is HLA-A02:01 with pseudo-sequence HLA-A02:01. The binding affinity (normalized) is 0. (2) The peptide sequence is LLGLWGLATA. The MHC is HLA-A02:06 with pseudo-sequence HLA-A02:06. The binding affinity (normalized) is 0.625. (3) The MHC is HLA-A03:01 with pseudo-sequence HLA-A03:01. The peptide sequence is FPTSCHMF. The binding affinity (normalized) is 0. (4) The peptide sequence is LSVIWMMWY. The MHC is HLA-A02:01 with pseudo-sequence HLA-A02:01. The binding affinity (normalized) is 0.122. (5) The peptide sequence is LEGLADAIW. The MHC is HLA-A02:16 with pseudo-sequence HLA-A02:16. The binding affinity (normalized) is 0.0847. (6) The peptide sequence is PADDPSRGR. The MHC is Patr-A0301 with pseudo-sequence Patr-A0301. The binding affinity (normalized) is 0. (7) The peptide sequence is IQNTNSPSV. The MHC is H-2-Db with pseudo-sequence H-2-Db. The binding affinity (normalized) is 0.202. (8) The peptide sequence is ACMVNLERL. The MHC is H-2-Db with pseudo-sequence H-2-Db. The binding affinity (normalized) is 0.390. (9) The peptide sequence is TKDETREQL. The MHC is HLA-B35:01 with pseudo-sequence HLA-B35:01. The binding affinity (normalized) is 0.0847. (10) The peptide sequence is FIKPVSDLY. The MHC is HLA-A31:01 with pseudo-sequence HLA-A31:01. The binding affinity (normalized) is 0.404.